This data is from Catalyst prediction with 721,799 reactions and 888 catalyst types from USPTO. The task is: Predict which catalyst facilitates the given reaction. (1) Reactant: Cl.[CH3:2][O:3][C:4]([C:6]1[CH:7]=[C:8]2[C:12](=[CH:13][CH:14]=1)[CH2:11][CH2:10][C@H:9]2[NH2:15])=[O:5].CCN(C(C)C)C(C)C.[Cl:25][C:26]1[C:34]([F:35])=[CH:33][CH:32]=[CH:31][C:27]=1[C:28](Cl)=[O:29]. Product: [Cl:25][C:26]1[C:34]([F:35])=[CH:33][CH:32]=[CH:31][C:27]=1[C:28]([NH:15][C@H:9]1[C:8]2[C:12](=[CH:13][CH:14]=[C:6]([C:4]([O:3][CH3:2])=[O:5])[CH:7]=2)[CH2:11][CH2:10]1)=[O:29]. The catalyst class is: 96. (2) Reactant: I[C:2]1[CH:7]=[C:6]([CH2:8][CH2:9][CH3:10])[N:5]=[C:4]([C:11]#[N:12])[N:3]=1.C(=O)([O-])[O-].[K+].[K+].[Cl:19][C:20]1[CH:25]=[CH:24][C:23]([C:26]([F:29])([F:28])[F:27])=[CH:22][C:21]=1B(O)O.O. Product: [Cl:19][C:20]1[CH:21]=[CH:22][C:23]([C:26]([F:27])([F:28])[F:29])=[CH:24][C:25]=1[C:2]1[CH:7]=[C:6]([CH2:8][CH2:9][CH3:10])[N:5]=[C:4]([C:11]#[N:12])[N:3]=1. The catalyst class is: 741. (3) Reactant: [Cl:1][C:2]1[CH:3]=[CH:4][C:5]2[N:11]([CH2:12][C:13]([CH3:17])([CH3:16])[CH2:14][OH:15])[C:10](=[O:18])[C@@H:9]([CH2:19][C:20]3[S:21][C:22]([CH:25]([CH2:31][C:32]4[CH:37]=[CH:36][CH:35]=[CH:34][CH:33]=4)[C:26]([O:28]CC)=[O:27])=[CH:23][N:24]=3)[O:8][C@H:7]([C:38]3[CH:43]=[CH:42][CH:41]=[C:40]([O:44][CH3:45])[C:39]=3[O:46][CH3:47])[C:6]=2[CH:48]=1.[OH-].[Na+].Cl. Product: [Cl:1][C:2]1[CH:3]=[CH:4][C:5]2[N:11]([CH2:12][C:13]([CH3:16])([CH3:17])[CH2:14][OH:15])[C:10](=[O:18])[C@@H:9]([CH2:19][C:20]3[S:21][C:22]([CH:25]([CH2:31][C:32]4[CH:33]=[CH:34][CH:35]=[CH:36][CH:37]=4)[C:26]([OH:28])=[O:27])=[CH:23][N:24]=3)[O:8][C@H:7]([C:38]3[CH:43]=[CH:42][CH:41]=[C:40]([O:44][CH3:45])[C:39]=3[O:46][CH3:47])[C:6]=2[CH:48]=1. The catalyst class is: 8. (4) Reactant: [CH3:1][O:2][C:3](=[O:25])[CH2:4][CH2:5][C@H:6]([NH:17][C:18]([O:20][C:21]([CH3:24])([CH3:23])[CH3:22])=[O:19])[C:7]([O:9][CH2:10][C:11]1[CH:16]=[CH:15][CH:14]=[CH:13][CH:12]=1)=[O:8].[CH3:26][Si]([N-][Si](C)(C)C)(C)C.[Li+].CI. Product: [CH3:1][O:2][C:3](=[O:25])[C@@H:4]([CH3:26])[CH2:5][C@H:6]([NH:17][C:18]([O:20][C:21]([CH3:22])([CH3:24])[CH3:23])=[O:19])[C:7]([O:9][CH2:10][C:11]1[CH:16]=[CH:15][CH:14]=[CH:13][CH:12]=1)=[O:8]. The catalyst class is: 1. (5) Product: [CH2:7]([O:22][C:20]1[CH:19]=[CH:18][C:17]([C:23](=[O:25])[CH3:24])=[C:16]([OH:15])[CH:21]=1)[C:8]1[CH:13]=[CH:12][CH:11]=[CH:10][CH:9]=1. Reactant: C(=O)([O-])[O-].[K+].[K+].[CH2:7](Br)[C:8]1[CH:13]=[CH:12][CH:11]=[CH:10][CH:9]=1.[OH:15][C:16]1[CH:21]=[C:20]([OH:22])[CH:19]=[CH:18][C:17]=1[C:23](=[O:25])[CH3:24]. The catalyst class is: 3.